This data is from Forward reaction prediction with 1.9M reactions from USPTO patents (1976-2016). The task is: Predict the product of the given reaction. (1) Given the reactants [CH:1]([O:4][C:5]([N:7]1[CH2:12][CH2:11][CH:10]([O:13][N:14]=[C:15]2[CH2:20][CH2:19][N:18]([C:21]3[CH:26]=[C:25]([F:27])[C:24]([NH2:28])=[CH:23][C:22]=3[F:29])[CH2:17][CH2:16]2)[CH2:9][CH2:8]1)=[O:6])([CH3:3])[CH3:2].C(N(CC)CC)C.C([NH:44][C:45](=S)[NH:46]C(OC(C)(C)C)=O)(OC(C)(C)C)=O.C(O)(C(F)(F)F)=O, predict the reaction product. The product is: [CH:1]([O:4][C:5]([N:7]1[CH2:12][CH2:11][CH:10]([O:13][N:14]=[C:15]2[CH2:20][CH2:19][N:18]([C:21]3[CH:26]=[C:25]([F:27])[C:24]([NH:28][C:45]([NH2:46])=[NH:44])=[CH:23][C:22]=3[F:29])[CH2:17][CH2:16]2)[CH2:9][CH2:8]1)=[O:6])([CH3:3])[CH3:2]. (2) Given the reactants [OH-].[K+].[Cl:3][C:4]1[CH:9]=[CH:8][C:7]([N+:10]([O-:12])=O)=[CH:6][CH:5]=1.[CH3:13][O:14][C:15]1[CH:16]=[C:17]([CH2:25]C#N)[CH:18]=[C:19]([O:23][CH3:24])[C:20]=1[O:21][CH3:22].O, predict the reaction product. The product is: [Cl:3][C:4]1[CH:5]=[CH:6][C:7]2=[N:10][O:12][C:25]([C:17]3[CH:18]=[C:19]([O:23][CH3:24])[C:20]([O:21][CH3:22])=[C:15]([O:14][CH3:13])[CH:16]=3)=[C:8]2[CH:9]=1. (3) Given the reactants C([C:4]1[C:12]2[CH:11]=[C:10]([B:13]([OH:15])[OH:14])[S:9][C:8]=2[CH:7]=[CH:6][CH:5]=1)(O)=O.S1C=CC2C=CC([C:25]([OH:27])=[O:26])=CC1=2, predict the reaction product. The product is: [C:25]([C:6]1[CH:5]=[CH:4][C:12]2[CH:11]=[C:10]([B:13]([OH:14])[OH:15])[S:9][C:8]=2[CH:7]=1)([OH:27])=[O:26]. (4) Given the reactants [C:1]([O:5][C@@H:6]([C:11]1[C:40]([CH3:41])=[C:39]([CH:42]([F:44])[F:43])[C:38]2=[N:45][C:35]3=[CH:36][N:37]2[C:12]=1[N:13]1[CH2:50][CH2:49][C:16]([CH3:51])([O:17][CH2:18][CH2:19][CH2:20][CH2:21][C@H:22]([CH3:48])[O:23][C:24]2[CH:25]=[CH:26][C:27]([F:47])=[CH:28][C:29]=2[C:30]2[CH:46]=[C:34]3[CH:33]=[CH:32][CH:31]=2)[CH2:15][CH2:14]1)[C:7]([O:9]C)=[O:8])([CH3:4])([CH3:3])[CH3:2].C(O[C@@H](C1C(C)=CC2=NC3=C(Cl)N2C=1N1CCC(C)(OCCCC[C@H](C)OC2C=CC(C)=CC=2C2C=C3C=CC=2)CC1)C(O)=O)(C)(C)C, predict the reaction product. The product is: [C:1]([O:5][C@@H:6]([C:11]1[C:40]([CH3:41])=[C:39]([CH:42]([F:43])[F:44])[C:38]2=[N:45][C:35]3=[CH:36][N:37]2[C:12]=1[N:13]1[CH2:14][CH2:15][C:16]([CH3:51])([O:17][CH2:18][CH2:19][CH2:20][CH2:21][C@H:22]([CH3:48])[O:23][C:24]2[CH:25]=[CH:26][C:27]([F:47])=[CH:28][C:29]=2[C:30]2[CH:46]=[C:34]3[CH:33]=[CH:32][CH:31]=2)[CH2:49][CH2:50]1)[C:7]([OH:9])=[O:8])([CH3:4])([CH3:2])[CH3:3]. (5) Given the reactants [NH2:1][C:2]1[CH:3]=[CH:4][C:5](Br)=[C:6]([CH:11]=1)[C:7]([O:9][CH3:10])=[O:8].[C:13]1(B(O)O)[CH:18]=[CH:17][CH:16]=[CH:15][CH:14]=1.C(=O)([O-])[O-].[K+].[K+].Cl, predict the reaction product. The product is: [NH2:1][C:2]1[CH:11]=[C:6]([C:7]([O:9][CH3:10])=[O:8])[C:5]([C:13]2[CH:18]=[CH:17][CH:16]=[CH:15][CH:14]=2)=[CH:4][CH:3]=1. (6) Given the reactants [NH:1]1[CH2:6][CH2:5][CH:4]([CH2:7][CH2:8][NH:9][C:10](=[O:16])[O:11][C:12]([CH3:15])([CH3:14])[CH3:13])[CH2:3][CH2:2]1.CCN(CC)CC.Cl[C:25]([O:27][CH:28]([CH3:30])[CH3:29])=[O:26].C1(C)C=CC=CC=1, predict the reaction product. The product is: [C:12]([O:11][C:10]([NH:9][CH2:8][CH2:7][CH:4]1[CH2:5][CH2:6][N:1]([C:25]([O:27][CH:28]([CH3:30])[CH3:29])=[O:26])[CH2:2][CH2:3]1)=[O:16])([CH3:13])([CH3:15])[CH3:14].